Dataset: Reaction yield outcomes from USPTO patents with 853,638 reactions. Task: Predict the reaction yield, written as a fraction of the theoretical maximum amount of product (1.0 means a 100% yield; for example, 0.34 means a 34% yield). (1) The product is [OH:6][C:7]1[CH:16]=[C:15]2[C:10]([CH2:11][CH2:12][N:13]([C:18]3[CH:19]=[N:20][CH:21]=[CH:22][C:23]=3[CH3:24])[C:14]2=[O:17])=[CH:9][CH:8]=1. The reactants are [Br-].[Br-].[Br-].B.C[O:6][C:7]1[CH:16]=[C:15]2[C:10]([CH2:11][CH2:12][N:13]([C:18]3[CH:19]=[N:20][CH:21]=[CH:22][C:23]=3[CH3:24])[C:14]2=[O:17])=[CH:9][CH:8]=1.CO. The yield is 0.470. The catalyst is C(Cl)Cl. (2) The reactants are [OH:1][C:2]1[CH:3]=[CH:4][C:5]([CH:8]=[O:9])=[N:6][CH:7]=1.C([O-])([O-])=O.[K+].[K+].[CH3:16][N:17]([CH3:21])[CH2:18][CH2:19]Cl.Cl.[OH-].[Na+]. The catalyst is C1COCC1. The product is [CH3:16][N:17]([CH3:21])[CH2:18][CH2:19][O:1][C:2]1[CH:3]=[CH:4][C:5]([CH:8]=[O:9])=[N:6][CH:7]=1. The yield is 0.510. (3) The reactants are C(Cl)(=O)C.Cl.[C:6]12([C:13]([O:15][CH3:16])=[O:14])[NH:12][CH:9]([CH2:10][CH2:11]1)[CH2:8][CH2:7]2.C(N(CC)CC)C.[C:24](O[C:24]([O:26][C:27]([CH3:30])([CH3:29])[CH3:28])=[O:25])([O:26][C:27]([CH3:30])([CH3:29])[CH3:28])=[O:25]. The catalyst is C(=O)(O)[O-].[Na+].ClCCl.CO. The product is [C:6]12([C:13]([O:15][CH3:16])=[O:14])[N:12]([C:24]([O:26][C:27]([CH3:30])([CH3:29])[CH3:28])=[O:25])[CH:9]([CH2:8][CH2:7]1)[CH2:10][CH2:11]2. The yield is 0.770. (4) The reactants are [N+:1]([C:4]1[CH:9]=[CH:8][C:7](/[C:10](/[CH3:17])=[CH:11]/[C:12]([O:14][CH2:15][CH3:16])=[O:13])=[CH:6][CH:5]=1)([O-])=O.[Cl-].[NH4+].O1CCCC1.CO. The catalyst is [Fe].O. The product is [NH2:1][C:4]1[CH:5]=[CH:6][C:7](/[C:10](/[CH3:17])=[CH:11]/[C:12]([O:14][CH2:15][CH3:16])=[O:13])=[CH:8][CH:9]=1. The yield is 0.960. (5) The reactants are C([O-])(=O)C.[K+].Br[C:7]1[CH:12]=[CH:11][C:10]([S:13]([N:16]2[CH2:22][C:18]3([CH2:21][O:20][CH2:19]3)[CH2:17]2)(=[O:15])=[O:14])=[CH:9][CH:8]=1.[B:23]1([B:23]2[O:27][C:26]([CH3:29])([CH3:28])[C:25]([CH3:31])([CH3:30])[O:24]2)[O:27][C:26]([CH3:29])([CH3:28])[C:25]([CH3:31])([CH3:30])[O:24]1. The catalyst is C1C=CC(P([C]2[CH][CH][CH][CH]2)C2C=CC=CC=2)=CC=1.C1C=CC(P([C]2[CH][CH][CH][CH]2)C2C=CC=CC=2)=CC=1.Cl[Pd]Cl.[Fe].O1CCOCC1. The product is [CH3:30][C:25]1([CH3:31])[C:26]([CH3:29])([CH3:28])[O:27][B:23]([C:7]2[CH:12]=[CH:11][C:10]([S:13]([N:16]3[CH2:22][C:18]4([CH2:21][O:20][CH2:19]4)[CH2:17]3)(=[O:15])=[O:14])=[CH:9][CH:8]=2)[O:24]1. The yield is 0.880. (6) The reactants are [Na+].[CH3:2][O:3][C:4]1[CH:5]=[C:6]2[C:11](=[CH:12][CH:13]=1)[CH:10]=[C:9]([C@H:14]([CH3:18])[C:15]([O-:17])=[O:16])[CH:8]=[CH:7]2.Br[CH2:20][CH2:21][OH:22].CCOCC.CCCCCC. The catalyst is CN(C=O)C.C(Cl)Cl. The product is [CH3:2][O:3][C:4]1[CH:5]=[C:6]2[C:11](=[CH:12][CH:13]=1)[CH:10]=[C:9]([C@H:14]([CH3:18])[C:15]([O:17][CH2:20][CH2:21][OH:22])=[O:16])[CH:8]=[CH:7]2. The yield is 0.840. (7) The reactants are [H-].[Na+].[NH:3]1[CH:7]=[CH:6][N:5]=[CH:4]1.Cl[CH2:9][C:10]1[CH:15]=[CH:14][C:13]([N:16]2[C:24]3[CH2:23][CH2:22][CH2:21][CH2:20][C:19]=3[C:18]([C:25]([F:28])([F:27])[F:26])=[N:17]2)=[CH:12][CH:11]=1. The catalyst is CN(C=O)C. The product is [N:3]1([CH2:9][C:10]2[CH:15]=[CH:14][C:13]([N:16]3[C:24]4[CH2:23][CH2:22][CH2:21][CH2:20][C:19]=4[C:18]([C:25]([F:28])([F:26])[F:27])=[N:17]3)=[CH:12][CH:11]=2)[CH:7]=[CH:6][N:5]=[CH:4]1. The yield is 0.890.